Dataset: Forward reaction prediction with 1.9M reactions from USPTO patents (1976-2016). Task: Predict the product of the given reaction. Given the reactants C[N:2]1[CH2:12][C@H:11](C2C=CC=CC=2)[C:10]2[CH:9]=[C:8]([OH:19])[C:7](Cl)=[CH:6][C:5]=2CC1.CC([C@]1([OH:47])C[C@H]2N(C[C@H]3C4C2=CC=CC=4CCC2C=CC=CC3=2)CC1)(C)C, predict the reaction product. The product is: [NH2:2][CH2:12][CH2:11][C:10]1[CH:5]=[CH:6][C:7]([OH:47])=[C:8]([OH:19])[CH:9]=1.